The task is: Predict the reactants needed to synthesize the given product.. This data is from Full USPTO retrosynthesis dataset with 1.9M reactions from patents (1976-2016). (1) Given the product [Br:1][C:2]1[CH:3]=[C:4]([CH:8]=[C:9]([O:11][C:12]([F:13])([F:14])[F:15])[CH:10]=1)[C:5]([O:7][CH3:17])=[O:6], predict the reactants needed to synthesize it. The reactants are: [Br:1][C:2]1[CH:3]=[C:4]([CH:8]=[C:9]([O:11][C:12]([F:15])([F:14])[F:13])[CH:10]=1)[C:5]([OH:7])=[O:6].Br[C:17]1C=C(C=C(O)C=1)C(OC)=O. (2) Given the product [CH3:27][O:29][C:2]1[N:7]=[CH:6][C:5]([C:8]2[S:9][C:10]3[CH:16]=[C:15]([NH2:19])[CH:14]=[CH:13][C:11]=3[N:12]=2)=[CH:4][CH:3]=1, predict the reactants needed to synthesize it. The reactants are: F[C:2]1[N:7]=[CH:6][C:5]([C:8]2[S:9][C:10]3[CH:16]=[C:15](OC)[CH:14]=[CH:13][C:11]=3[N:12]=2)=[CH:4][CH:3]=1.[NH2:19]CC1C=NC=CC=1.[CH2:27]([OH:29])C. (3) Given the product [Br:1][C:2]1[CH:14]=[C:13]2[C:5]([C:6]3[CH:7]=[CH:8][C:9]([C:22]([O:24][CH3:25])=[O:23])=[CH:10][C:11]=3[N:12]2[CH2:15][CH:16]2[CH2:21][CH2:20][O:19][CH2:18][CH2:17]2)=[C:4]([C:26](=[O:29])[NH2:27])[CH:3]=1, predict the reactants needed to synthesize it. The reactants are: [Br:1][C:2]1[CH:14]=[C:13]2[C:5]([C:6]3[CH:7]=[CH:8][C:9]([C:22]([O:24][CH3:25])=[O:23])=[CH:10][C:11]=3[N:12]2[CH2:15][CH:16]2[CH2:21][CH2:20][O:19][CH2:18][CH2:17]2)=[C:4]([C:26]#[N:27])[CH:3]=1.C([O-])([O-])=[O:29].[K+].[K+].OO.O. (4) Given the product [CH3:17][CH:16]([O:5][C:4](=[O:6])[C:3]1[C:7]([O:13][CH3:14])=[CH:8][C:9]([O:11][CH3:12])=[CH:10][C:2]=1[OH:1])[CH2:18][CH2:19][C:20](=[O:26])[CH2:21][CH2:22][CH2:23][CH:24]=[CH2:25], predict the reactants needed to synthesize it. The reactants are: [OH:1][C:2]1[CH:10]=[C:9]([O:11][CH3:12])[CH:8]=[C:7]([O:13][CH3:14])[C:3]=1[C:4]([OH:6])=[O:5].O[CH:16]([CH2:18][CH2:19][C:20](=[O:26])[CH2:21][CH2:22][CH2:23][CH:24]=[CH2:25])[CH3:17].C1C=CC(P(C2C=CC=CC=2)C2C=CC=CC=2)=CC=1.N(C(OCC)=O)=NC(OCC)=O. (5) The reactants are: [Cl:1][C:2]1[CH:7]=[CH:6][C:5]([C:8](O)([CH3:15])[CH2:9][C:10]([O:12][CH2:13][CH3:14])=[O:11])=[CH:4][CH:3]=1.CC(C1C=CC(Cl)=CC=1)=O.[Cl-].[In+3].[Cl-].[Cl-].[CH3:31][S:32][CH2:33][C:34]1[CH:35]=[CH:36][CH:37]=[C:38]2[C:42]=1[NH:41][CH:40]=[CH:39]2. Given the product [Cl:1][C:2]1[CH:3]=[CH:4][C:5]([C:8]([C:39]2[C:38]3[C:42](=[C:34]([CH2:33][S:32][CH3:31])[CH:35]=[CH:36][CH:37]=3)[NH:41][CH:40]=2)([CH3:15])[CH2:9][C:10]([O:12][CH2:13][CH3:14])=[O:11])=[CH:6][CH:7]=1, predict the reactants needed to synthesize it. (6) Given the product [F:1][C:2]1[CH:3]=[C:4]2[C:8](=[CH:9][CH:10]=1)[CH:7]([OH:11])[CH2:6][CH2:5]2, predict the reactants needed to synthesize it. The reactants are: [F:1][C:2]1[CH:3]=[C:4]2[C:8](=[CH:9][CH:10]=1)[C:7](=[O:11])[CH2:6][CH2:5]2.[BH4-].[Na+].Cl. (7) Given the product [CH3:33][N:32]([CH3:34])[C:30](=[O:31])[CH2:29][P:5](=[O:12])([O:6][CH2:7][C:8]([F:11])([F:9])[F:10])[O:4][CH2:3][C:2]([F:1])([F:13])[F:14], predict the reactants needed to synthesize it. The reactants are: [F:1][C:2]([F:14])([F:13])[CH2:3][O:4][P:5]([O-:12])[O:6][CH2:7][C:8]([F:11])([F:10])[F:9].[H-].[Na+].CN(P(N(C)C)(N(C)C)=O)C.Br[CH2:29][C:30]([N:32]([CH3:34])[CH3:33])=[O:31]. (8) Given the product [CH2:1]([O:3][C:4](=[O:11])[C:5](=[O:10])[CH:6]([Br:12])[CH2:7][CH2:8][CH3:9])[CH3:2], predict the reactants needed to synthesize it. The reactants are: [CH2:1]([O:3][C:4](=[O:11])[CH:5]([OH:10])[CH2:6][CH2:7][CH2:8][CH3:9])[CH3:2].[Br:12]N1C(=O)CCC1=O.CC(N=NC(C#N)(C)C)(C#N)C.